Task: Predict the reaction yield, written as a fraction of the theoretical maximum amount of product (1.0 means a 100% yield; for example, 0.34 means a 34% yield).. Dataset: Reaction yield outcomes from USPTO patents with 853,638 reactions (1) The reactants are [C:1]([C:5]1[CH:10]=[C:9]([C:11]([CH3:14])([CH3:13])[CH3:12])[CH:8]=[C:7]([NH2:15])[C:6]=1[OH:16])([CH3:4])([CH3:3])[CH3:2].[BH3-][C:18]#N.[Na+].C=O. The catalyst is CO. The product is [C:1]([C:5]1[CH:10]=[C:9]([C:11]([CH3:14])([CH3:13])[CH3:12])[CH:8]=[C:7]([NH:15][CH3:18])[C:6]=1[OH:16])([CH3:4])([CH3:2])[CH3:3]. The yield is 0.150. (2) The reactants are [OH:1][C@@H:2]1[CH2:6][CH2:5][N:4]([C:7]([O:9][C:10]([CH3:13])([CH3:12])[CH3:11])=[O:8])[CH2:3]1.CCN(CC)CC.[CH3:21][S:22](Cl)(=[O:24])=[O:23]. The catalyst is ClCCl. The product is [CH3:21][S:22]([O:1][C@@H:2]1[CH2:6][CH2:5][N:4]([C:7]([O:9][C:10]([CH3:13])([CH3:12])[CH3:11])=[O:8])[CH2:3]1)(=[O:24])=[O:23]. The yield is 1.00. (3) The reactants are [N+:1]([C:4]1[CH:9]=[CH:8][CH:7]=[C:6]([CH2:10][O:11][C:12]2[CH:17]=[CH:16][CH:15]=[C:14]([Br:18])[CH:13]=2)[CH:5]=1)([O-])=O.[Cl-].[NH4+].O.C(O)C. The catalyst is O1CCCC1.[Fe]. The product is [Br:18][C:14]1[CH:13]=[C:12]([CH:17]=[CH:16][CH:15]=1)[O:11][CH2:10][C:6]1[CH:5]=[C:4]([NH2:1])[CH:9]=[CH:8][CH:7]=1. The yield is 0.970. (4) The reactants are Br[C:2]1[CH:3]=[C:4]([NH:10][S:11]([C:14]2[CH:19]=[CH:18][C:17]([OH:20])=[CH:16][CH:15]=2)(=[O:13])=[O:12])[C:5]([O:8][CH3:9])=[N:6][CH:7]=1.[B:21]1([B:21]2[O:25][C:24]([CH3:27])([CH3:26])[C:23]([CH3:29])([CH3:28])[O:22]2)[O:25][C:24]([CH3:27])([CH3:26])[C:23]([CH3:29])([CH3:28])[O:22]1.C([O-])(=O)C.[K+]. The catalyst is O1CCOCC1. The product is [OH:20][C:17]1[CH:18]=[CH:19][C:14]([S:11]([NH:10][C:4]2[C:5]([O:8][CH3:9])=[N:6][CH:7]=[C:2]([B:21]3[O:25][C:24]([CH3:27])([CH3:26])[C:23]([CH3:29])([CH3:28])[O:22]3)[CH:3]=2)(=[O:13])=[O:12])=[CH:15][CH:16]=1. The yield is 0.510. (5) The reactants are [C:1]([NH:8][CH:9]1[CH2:14][CH2:13][NH:12][CH2:11][CH2:10]1)([O:3][C:4]([CH3:7])([CH3:6])[CH3:5])=[O:2].CS([C:19]1[N:20]=[CH:21][C:22]2[C:27]([C:28]3[CH:33]=[CH:32][CH:31]=[CH:30][CH:29]=3)=[C:26]([C:34]3[CH:39]=[CH:38][C:37]([C:40]4([NH:44][C:45](=[O:51])[O:46][C:47]([CH3:50])([CH3:49])[CH3:48])[CH2:43][CH2:42][CH2:41]4)=[CH:36][CH:35]=3)[O:25][C:23]=2[N:24]=1)(=O)=O. The catalyst is FC(F)(F)C1C=CC=CC=1. The product is [C:4]([O:3][C:1]([NH:8][CH:9]1[CH2:14][CH2:13][N:12]([C:19]2[N:20]=[CH:21][C:22]3[C:27]([C:28]4[CH:29]=[CH:30][CH:31]=[CH:32][CH:33]=4)=[C:26]([C:34]4[CH:39]=[CH:38][C:37]([C:40]5([NH:44][C:45](=[O:51])[O:46][C:47]([CH3:49])([CH3:48])[CH3:50])[CH2:41][CH2:42][CH2:43]5)=[CH:36][CH:35]=4)[O:25][C:23]=3[N:24]=2)[CH2:11][CH2:10]1)=[O:2])([CH3:7])([CH3:6])[CH3:5]. The yield is 0.820. (6) The reactants are [NH2:1][C@@H:2]([C:5]([CH3:13])=[CH:6][C:7]1[CH:12]=[CH:11][CH:10]=[CH:9][CH:8]=1)[CH2:3][OH:4]. The yield is 0.490. The product is [NH2:1][C@@H:2]([CH:5]([CH3:13])[CH2:6][C:7]1[CH:12]=[CH:11][CH:10]=[CH:9][CH:8]=1)[CH2:3][OH:4]. The catalyst is CCO.[Pd]. (7) The reactants are [C:1]1(C2C=CC=CC=2)[CH:6]=[CH:5][C:4]([CH2:7][N:8]([CH2:16][CH2:17][CH2:18][N:19]([CH2:29][C:30]2[CH:35]=[CH:34][C:33](C3C=CC=CC=3)=[CH:32][CH:31]=2)[C:20]([O:22][CH2:23][C:24]2[S:28][CH:27]=[N:26][CH:25]=2)=[O:21])C(=O)OC(C)(C)C)=[CH:3][CH:2]=1.[CH3:48][C:49]1[S:53][C:52]([CH:54]=O)=[CH:51][CH:50]=1.CC(O)=O. No catalyst specified. The product is [CH2:29]([N:19]([CH2:18][CH2:17][CH2:16][N:8]([CH2:7][C:4]1[CH:3]=[CH:2][CH:1]=[CH:6][CH:5]=1)[CH2:54][C:52]1[S:53][C:49]([CH3:48])=[CH:50][CH:51]=1)[C:20](=[O:21])[O:22][CH2:23][C:24]1[S:28][CH:27]=[N:26][CH:25]=1)[C:30]1[CH:35]=[CH:34][CH:33]=[CH:32][CH:31]=1. The yield is 0.160. (8) The reactants are [CH3:1][C:2]1[CH:7]=[CH:6][C:5](Cl)=[CH:4][CH:3]=1.[C:9]([C:12]1[CH:17]=[CH:16][CH:15]=[CH:14][CH:13]=1)(=[O:11])[CH3:10].P.[O-]P([O-])([O-])=O.[K+].[K+].[K+]. The catalyst is C1(C)C=CC=CC=1.C(Cl)C=CC1C=CC=CC=1.[Pd]. The product is [CH3:1][C:2]1[CH:7]=[CH:6][C:5]([CH2:10][C:9]([C:12]2[CH:17]=[CH:16][CH:15]=[CH:14][CH:13]=2)=[O:11])=[CH:4][CH:3]=1. The yield is 0.670. (9) The catalyst is C(O)C.N1C=CC=NN=1. The reactants are [F:1][C:2]1[CH:7]=[CH:6][C:5]([CH2:8][C:9](=[O:16])[CH2:10][C:11]([O:13][CH2:14][CH3:15])=[O:12])=[CH:4][CH:3]=1.[CH3:17]C[O-].[Na+].[N:21]1[CH:26]=CC=NN=1. The yield is 0.830. The product is [F:1][C:2]1[CH:3]=[CH:4][C:5]([C:8]2[C:9](=[O:16])[C:10]([C:11]([O:13][CH2:14][CH3:15])=[O:12])=[CH:17][NH:21][CH:26]=2)=[CH:6][CH:7]=1.